Dataset: Catalyst prediction with 721,799 reactions and 888 catalyst types from USPTO. Task: Predict which catalyst facilitates the given reaction. (1) Reactant: F[C:2](F)(F)C(O)=O.[C:8]([C:10]1[C:15]2[N:16]=[C:17]([CH:19]3[CH2:21][CH2:20]3)[O:18][C:14]=2[C:13]([F:22])=[C:12]([NH:23][C:24](=O)OC(C)(C)C)[C:11]=1[CH3:31])#[N:9].C=O.C([BH3-])#N.[Na+]. Product: [CH3:2][N:23]([CH3:24])[C:12]1[C:13]([F:22])=[C:14]2[O:18][C:17]([CH:19]3[CH2:20][CH2:21]3)=[N:16][C:15]2=[C:10]([C:8]#[N:9])[C:11]=1[CH3:31]. The catalyst class is: 13. (2) Reactant: [P:1]([O-:13])([O:8][C:9]([CH3:12])([CH3:11])[CH3:10])([O:3][C:4]([CH3:7])([CH3:6])[CH3:5])=[O:2].[Ba+2].[C:9]([O:8][P:1]([O-:13])([O:3][C:4]([CH3:6])([CH3:7])[CH3:5])=[O:2])([CH3:12])([CH3:11])[CH3:10].S([O-])([O-])(=O)=O.[Ag+2:33]. Product: [P:1]([O-:13])([O:3][C:4]([CH3:7])([CH3:6])[CH3:5])([O:8][C:9]([CH3:11])([CH3:12])[CH3:10])=[O:2].[Ag+:33]. The catalyst class is: 72.